Dataset: Forward reaction prediction with 1.9M reactions from USPTO patents (1976-2016). Task: Predict the product of the given reaction. Given the reactants N1(C2CCCCCCCCCC2)CCCN=CCCCCC1.[I:23][C:24]1[CH:31]=[CH:30][C:27]([CH:28]=[O:29])=[CH:26][CH:25]=1.N1CCCCC1.O[C:39]1[CH:44]=[CH:43][C:42]([O:45][CH:46]2[CH2:51][CH2:50][CH2:49][CH2:48][O:47]2)=[CH:41][C:40]=1[C:52](=[O:67])[CH2:53][C:54]1[CH:59]=[CH:58][CH:57]=[C:56]([O:60][CH:61]2[CH2:66][CH2:65][CH2:64][CH2:63][O:62]2)[CH:55]=1, predict the reaction product. The product is: [I:23][C:24]1[CH:31]=[CH:30][C:27]([CH:28]2[CH:53]([C:54]3[CH:59]=[CH:58][CH:57]=[C:56]([O:60][CH:61]4[CH2:66][CH2:65][CH2:64][CH2:63][O:62]4)[CH:55]=3)[C:52](=[O:67])[C:40]3[C:39](=[CH:44][CH:43]=[C:42]([O:45][CH:46]4[CH2:51][CH2:50][CH2:49][CH2:48][O:47]4)[CH:41]=3)[O:29]2)=[CH:26][CH:25]=1.